This data is from Forward reaction prediction with 1.9M reactions from USPTO patents (1976-2016). The task is: Predict the product of the given reaction. Given the reactants [CH3:1][C:2]1[CH:7]=[CH:6][C:5](N)=[CH:4][C:3]=1[OH:9].S(=O)(=O)(O)O.N([O-])=O.[Na+].[I-:19].[K+], predict the reaction product. The product is: [I:19][C:5]1[CH:6]=[CH:7][C:2]([CH3:1])=[C:3]([OH:9])[CH:4]=1.